Dataset: Forward reaction prediction with 1.9M reactions from USPTO patents (1976-2016). Task: Predict the product of the given reaction. (1) Given the reactants [CH3:1][N:2]([CH2:4][C:5]1[CH:6]=[C:7]([CH:12]=[C:13]([CH2:15][OH:16])[CH:14]=1)[C:8]([O:10][CH3:11])=[O:9])[CH3:3], predict the reaction product. The product is: [CH3:1][N:2]([CH2:4][C:5]1[CH:6]=[C:7]([CH:12]=[C:13]([CH:15]=[O:16])[CH:14]=1)[C:8]([O:10][CH3:11])=[O:9])[CH3:3]. (2) Given the reactants [CH2:1]([N:3]([CH2:30][CH3:31])[CH2:4][CH2:5][NH:6][C:7]([C:9]1[C:17]2[CH2:16][CH2:15][CH2:14]/[C:13](=[C:18]3/[C:19](=[O:28])[NH:20][C:21]4[C:26]/3=[CH:25][C:24]([F:27])=[CH:23][CH:22]=4)/[C:12]=2[NH:11][C:10]=1[CH3:29])=[O:8])[CH3:2].C(#N)C.[S:35](=[O:39])(=[O:38])([OH:37])[OH:36], predict the reaction product. The product is: [S:35]([OH:39])([OH:38])(=[O:37])=[O:36].[CH2:30]([N:3]([CH2:1][CH3:2])[CH2:4][CH2:5][NH:6][C:7]([C:9]1[C:17]2[CH2:16][CH2:15][CH2:14]/[C:13](=[C:18]3/[C:19](=[O:28])[NH:20][C:21]4[C:26]/3=[CH:25][C:24]([F:27])=[CH:23][CH:22]=4)/[C:12]=2[NH:11][C:10]=1[CH3:29])=[O:8])[CH3:31]. (3) Given the reactants [CH3:1][N:2]([CH3:20])[C:3]1([CH2:14][C:15]2[S:16][CH:17]=[CH:18][CH:19]=2)[CH2:13][CH2:12][C:6]2([C:10](=O)[NH:9][CH2:8][CH2:7]2)[CH2:5][CH2:4]1.[H-].[Al+3].[Li+].[H-].[H-].[H-], predict the reaction product. The product is: [CH3:20][N:2]([CH3:1])[C:3]1([CH2:14][C:15]2[S:16][CH:17]=[CH:18][CH:19]=2)[CH2:4][CH2:5][C:6]2([CH2:10][NH:9][CH2:8][CH2:7]2)[CH2:12][CH2:13]1. (4) Given the reactants C(N(C(C)C)CC)(C)C.Br[CH2:11][C:12]([C:14]1[CH:23]=[CH:22][C:21]2[C:16](=[CH:17][CH:18]=[C:19]([Br:24])[CH:20]=2)[CH:15]=1)=[O:13].[CH3:25][O:26][C:27]([NH:29][C@@H:30]([CH:41]([CH3:43])[CH3:42])[C:31]([N:33]1[CH2:37][CH2:36][CH2:35][C@H:34]1[C:38]([OH:40])=[O:39])=[O:32])=[O:28], predict the reaction product. The product is: [CH3:25][O:26][C:27]([NH:29][C@@H:30]([CH:41]([CH3:43])[CH3:42])[C:31]([N:33]1[CH2:37][CH2:36][CH2:35][C@H:34]1[C:38]([O:40][CH2:11][C:12]([C:14]1[CH:23]=[CH:22][C:21]2[C:16](=[CH:17][CH:18]=[C:19]([Br:24])[CH:20]=2)[CH:15]=1)=[O:13])=[O:39])=[O:32])=[O:28]. (5) Given the reactants C([NH2:4])(C)C.Cl.[C:6]([O:10][C:11]([NH:13][CH:14]([CH2:21][CH:22]([C:26]1[CH:31]=[C:30]([F:32])[CH:29]=[C:28]([F:33])[C:27]=1[F:34])[C:23](=O)[CH3:24])[C:15](OC(C)C)=[O:16])=[O:12])([CH3:9])([CH3:8])[CH3:7], predict the reaction product. The product is: [C:6]([O:10][C:11](=[O:12])[NH:13][CH:14]1[CH2:21][C@@H:22]([C:26]2[CH:31]=[C:30]([F:32])[CH:29]=[C:28]([F:33])[C:27]=2[F:34])[C@@H:23]([CH3:24])[NH:4][C:15]1=[O:16])([CH3:9])([CH3:8])[CH3:7]. (6) Given the reactants [F:1][C:2]1[CH:10]=[C:9]([CH:11]=[O:12])[CH:8]=[CH:7][C:3]=1[C:4]([OH:6])=O.C(Cl)(=O)C(Cl)=O.C(N(CC)C(C)C)(C)C.[NH2:28][C:29]1[CH:34]=[C:33]([CH2:35][C:36]2[CH:41]=[CH:40][CH:39]=[CH:38][CH:37]=2)[CH:32]=[CH:31][C:30]=1[OH:42].Cl, predict the reaction product. The product is: [CH2:35]([C:33]1[CH:32]=[CH:31][C:30]([OH:42])=[C:29]([NH:28][C:4](=[O:6])[C:3]2[CH:7]=[CH:8][C:9]([CH:11]=[O:12])=[CH:10][C:2]=2[F:1])[CH:34]=1)[C:36]1[CH:37]=[CH:38][CH:39]=[CH:40][CH:41]=1. (7) Given the reactants C([O-])(=O)C.[K+].[B:15]1([B:15]2[O:19][C:18]([CH3:21])([CH3:20])[C:17]([CH3:23])([CH3:22])[O:16]2)[O:19][C:18]([CH3:21])([CH3:20])[C:17]([CH3:23])([CH3:22])[O:16]1.Br[C:25]1[CH:41]=[CH:40][C:28]([O:29][C:30]([CH3:39])([CH3:38])[C:31]([O:33][C:34]([CH3:37])([CH3:36])[CH3:35])=[O:32])=[CH:27][CH:26]=1, predict the reaction product. The product is: [CH3:39][C:30]([O:29][C:28]1[CH:27]=[CH:26][C:25]([B:15]2[O:16][C:17]([CH3:22])([CH3:23])[C:18]([CH3:20])([CH3:21])[O:19]2)=[CH:41][CH:40]=1)([CH3:38])[C:31]([O:33][C:34]([CH3:35])([CH3:36])[CH3:37])=[O:32]. (8) Given the reactants [F:1][C:2]1[CH:3]=[CH:4][CH:5]=[C:6]2[NH:12]C(=O)[O:10][C:8](=O)[C:7]=12.[CH3:14][O:15][C:16]1[CH:22]=[CH:21][C:19]([NH2:20])=[CH:18][CH:17]=1, predict the reaction product. The product is: [CH3:14][O:15][C:16]1[CH:22]=[CH:21][C:19]([NH:20][C:8](=[O:10])[C:7]2[C:2]([F:1])=[CH:3][CH:4]=[CH:5][C:6]=2[NH2:12])=[CH:18][CH:17]=1. (9) The product is: [Cl:1][C:2]1[C:10]([F:11])=[CH:9][CH:8]=[C:7]2[C:3]=1[C:4]([CH2:42][C:41]1[CH:45]=[CH:46][C:38]([O:37][CH2:35][CH3:36])=[CH:39][CH:40]=1)=[CH:5][N:6]2[C@@H:12]1[O:29][C@H:28]([CH2:30][OH:31])[C@@H:23]([OH:24])[C@H:18]([OH:19])[C@H:13]1[OH:14]. Given the reactants [Cl:1][C:2]1[C:10]([F:11])=[CH:9][CH:8]=[C:7]2[C:3]=1[CH:4]=[CH:5][N:6]2[C@@H:12]1[O:29][C@H:28]([CH2:30][O:31]C(=O)C)[C@@H:23]([O:24]C(=O)C)[C@H:18]([O:19]C(=O)C)[C@H:13]1[O:14]C(=O)C.[CH2:35]([O:37][C:38]1[CH:46]=[CH:45][C:41]([C:42](Cl)=O)=[CH:40][CH:39]=1)[CH3:36], predict the reaction product.